This data is from Forward reaction prediction with 1.9M reactions from USPTO patents (1976-2016). The task is: Predict the product of the given reaction. (1) Given the reactants [C:1]([NH:8][C@H:9]([C:11](N)=O)[CH3:10])([O:3][C:4]([CH3:7])([CH3:6])[CH3:5])=[O:2].F[B-](F)(F)F.C([O+](CC)CC)C.[F:26][C:27]1[CH:28]=[C:29]([NH:34][C:35]2[CH:39]=[CH:38][N:37]([CH3:40])[N:36]=2)[C:30]([NH2:33])=[CH:31][CH:32]=1, predict the reaction product. The product is: [C:4]([O:3][C:1](=[O:2])[NH:8][C@H:9]([C:10]1[N:34]([C:35]2[CH:39]=[CH:38][N:37]([CH3:40])[N:36]=2)[C:29]2[CH:28]=[C:27]([F:26])[CH:32]=[CH:31][C:30]=2[N:33]=1)[CH3:11])([CH3:7])([CH3:6])[CH3:5]. (2) Given the reactants [CH:1]([NH:14][S:15]([C:18]1[CH:19]=[CH:20][C:21]2[CH:25]=[C:24]([C:26]3[C:31]([CH3:32])=[CH:30][N:29]=[C:28](Cl)[N:27]=3)[S:23][C:22]=2[CH:34]=1)(=[O:17])=[O:16])([C:8]1[CH:13]=[CH:12][CH:11]=[CH:10][CH:9]=1)[C:2]1[CH:7]=[CH:6][CH:5]=[CH:4][CH:3]=1.C(N(C(C)C)CC)(C)C.[NH2:44][CH2:45][CH2:46][CH2:47][N:48]1[CH2:53][CH2:52][N:51]([CH3:54])[CH2:50][CH2:49]1, predict the reaction product. The product is: [CH:1]([NH:14][S:15]([C:18]1[CH:19]=[CH:20][C:21]2[CH:25]=[C:24]([C:26]3[C:31]([CH3:32])=[CH:30][N:29]=[C:28]([NH:44][CH2:45][CH2:46][CH2:47][N:48]4[CH2:49][CH2:50][N:51]([CH3:54])[CH2:52][CH2:53]4)[N:27]=3)[S:23][C:22]=2[CH:34]=1)(=[O:17])=[O:16])([C:8]1[CH:13]=[CH:12][CH:11]=[CH:10][CH:9]=1)[C:2]1[CH:7]=[CH:6][CH:5]=[CH:4][CH:3]=1. (3) Given the reactants [Cl:1][C:2]1[CH:3]=[CH:4][C:5]2[N:11]3[CH:12]=[CH:13][CH:14]=[C:10]3[C@@H:9]([CH2:15][CH2:16][C:17]([N:19]3[CH2:24][CH2:23][CH:22]([O:25][CH2:26][C:27]([O:29]C)=[O:28])[CH2:21][CH2:20]3)=[O:18])[O:8][C@H:7]([C:31]3[CH:36]=[CH:35][CH:34]=[C:33]([O:37][CH3:38])[C:32]=3[O:39][CH3:40])[C:6]=2[CH:41]=1, predict the reaction product. The product is: [Cl:1][C:2]1[CH:3]=[CH:4][C:5]2[N:11]3[CH:12]=[CH:13][CH:14]=[C:10]3[C@@H:9]([CH2:15][CH2:16][C:17]([N:19]3[CH2:24][CH2:23][CH:22]([O:25][CH2:26][C:27]([OH:29])=[O:28])[CH2:21][CH2:20]3)=[O:18])[O:8][C@H:7]([C:31]3[CH:36]=[CH:35][CH:34]=[C:33]([O:37][CH3:38])[C:32]=3[O:39][CH3:40])[C:6]=2[CH:41]=1. (4) Given the reactants [Cl:1][C:2]1[CH:3]=[C:4]([OH:9])[CH:5]=[CH:6][C:7]=1[Cl:8].Cl[C:11]1[C:16]([CH:17]=[O:18])=[CH:15][N:14]=[CH:13][CH:12]=1, predict the reaction product. The product is: [Cl:1][C:2]1[CH:3]=[C:4]([CH:5]=[CH:6][C:7]=1[Cl:8])[O:9][C:11]1[C:16]([CH:17]=[O:18])=[CH:15][N:14]=[CH:13][CH:12]=1. (5) Given the reactants [CH2:1]([O-])C.[Na+].C(O)C.[Br:8][C:9]1[C:14]([N+]([O-])=O)=[CH:13][CH:12]=[CH:11][C:10]=1[O:18][CH2:19][CH:20]1[CH2:22][CH2:21]1.[N:23]([CH2:26][C:27]([O:29][CH2:30][CH3:31])=[O:28])=[N+:24]=[N-:25], predict the reaction product. The product is: [N:23](/[C:26](=[CH:1]\[C:14]1[CH:13]=[CH:12][CH:11]=[C:10]([O:18][CH2:19][CH:20]2[CH2:22][CH2:21]2)[C:9]=1[Br:8])/[C:27]([O:29][CH2:30][CH3:31])=[O:28])=[N+:24]=[N-:25].